From a dataset of Full USPTO retrosynthesis dataset with 1.9M reactions from patents (1976-2016). Predict the reactants needed to synthesize the given product. Given the product [NH2:19][C:17]1[CH:16]=[CH:15][C:3]([O:4][C:5]2[CH:6]=[C:7]3[C:11](=[CH:12][CH:13]=2)[C:10](=[O:14])[NH:9][CH2:8]3)=[C:2]([Cl:1])[CH:18]=1, predict the reactants needed to synthesize it. The reactants are: [Cl:1][C:2]1[CH:18]=[C:17]([N+:19]([O-])=O)[CH:16]=[CH:15][C:3]=1[O:4][C:5]1[CH:6]=[C:7]2[C:11](=[CH:12][CH:13]=1)[C:10](=[O:14])[NH:9][CH2:8]2.CO.